Dataset: Full USPTO retrosynthesis dataset with 1.9M reactions from patents (1976-2016). Task: Predict the reactants needed to synthesize the given product. (1) Given the product [CH2:12]([N:14]([S:37]([C:40]1[CH:45]=[CH:44][C:43]([F:46])=[CH:42][CH:41]=1)(=[O:39])=[O:38])[C:15](=[CH2:36])[C:16]([NH:18][CH2:19][C:20]1[CH:25]=[CH:24][N+:23]([O-:9])=[C:22]([C:26]2[CH:27]=[CH:28][C:29]([C:32]([F:33])([F:34])[F:35])=[CH:30][CH:31]=2)[CH:21]=1)=[O:17])[CH3:13], predict the reactants needed to synthesize it. The reactants are: ClC1C=CC=C(C(OO)=[O:9])C=1.[CH2:12]([N:14]([S:37]([C:40]1[CH:45]=[CH:44][C:43]([F:46])=[CH:42][CH:41]=1)(=[O:39])=[O:38])[C:15](=[CH2:36])[C:16]([NH:18][CH2:19][C:20]1[CH:25]=[CH:24][N:23]=[C:22]([C:26]2[CH:31]=[CH:30][C:29]([C:32]([F:35])([F:34])[F:33])=[CH:28][CH:27]=2)[CH:21]=1)=[O:17])[CH3:13].O.C([O-])([O-])=O.[K+].[K+]. (2) Given the product [CH3:1][CH:9]([S:27][C:28]1[NH:29][CH:30]=[CH:31][N:32]=1)[C:10]1[CH:15]=[CH:14][C:13]([O:16][C:17](=[O:26])[N:18]([CH3:25])[C:19]2[CH:24]=[CH:23][CH:22]=[CH:21][CH:20]=2)=[CH:12][CH:11]=1, predict the reactants needed to synthesize it. The reactants are: [C:1](O)(C(F)(F)F)=O.O[CH2:9][C:10]1[CH:15]=[CH:14][C:13]([O:16][C:17](=[O:26])[N:18]([CH3:25])[C:19]2[CH:24]=[CH:23][CH:22]=[CH:21][CH:20]=2)=[CH:12][CH:11]=1.[SH:27][C:28]1[N:29](C)[CH:30]=[CH:31][N:32]=1. (3) Given the product [OH:7][C:2]([CH3:6])([CH3:1])[CH2:3][CH2:4][O:5][S:20]([C:17]1[CH:18]=[CH:19][C:14]([CH3:24])=[CH:15][CH:16]=1)(=[O:22])=[O:21], predict the reactants needed to synthesize it. The reactants are: [CH3:1][C:2]([OH:7])([CH3:6])[CH2:3][CH2:4][OH:5].N1C=CC=CC=1.[C:14]1([CH3:24])[CH:19]=[CH:18][C:17]([S:20](Cl)(=[O:22])=[O:21])=[CH:16][CH:15]=1. (4) Given the product [F:11][C:12]1[CH:13]=[C:14]2[C:18](=[CH:19][CH:20]=1)[NH:17][C:16](=[O:21])/[C:15]/2=[CH:1]\[C:3]1[Se:7][CH:6]=[C:5]([C:8]([OH:10])=[O:9])[CH:4]=1, predict the reactants needed to synthesize it. The reactants are: [CH:1]([C:3]1[Se:7][CH:6]=[C:5]([C:8]([OH:10])=[O:9])[CH:4]=1)=O.[F:11][C:12]1[CH:13]=[C:14]2[C:18](=[CH:19][CH:20]=1)[NH:17][C:16](=[O:21])[CH2:15]2. (5) The reactants are: [NH2:1][CH2:2][CH2:3][CH2:4][C:5]([OH:7])=[O:6].[OH-].[Na+].[CH3:10][C:11]([O:14][C:15](O[C:15]([O:14][C:11]([CH3:13])([CH3:12])[CH3:10])=[O:16])=[O:16])([CH3:13])[CH3:12]. Given the product [C:11]([O:14][C:15]([NH:1][CH2:2][CH2:3][CH2:4][C:5]([OH:7])=[O:6])=[O:16])([CH3:13])([CH3:12])[CH3:10], predict the reactants needed to synthesize it. (6) Given the product [F:17][C:2]([F:1])([F:16])[C:3]1[CH:15]=[CH:14][C:6]2[CH2:7][NH:8][CH2:9][CH2:10][NH:11][C:5]=2[CH:4]=1, predict the reactants needed to synthesize it. The reactants are: [F:1][C:2]([F:17])([F:16])[C:3]1[CH:15]=[CH:14][C:6]2[C:7](=O)[NH:8][CH2:9][C:10](=O)[NH:11][C:5]=2[CH:4]=1.[H-].[Al+3].[Li+].[H-].[H-].[H-]. (7) The reactants are: [F:1][C:2]1[CH:28]=[CH:27][C:5]([CH2:6][N:7]2[CH2:11][CH2:10][CH2:9][C@@H:8]2[C:12]([NH:14][C@H:15]([C:17]2[CH:26]=[CH:25][C:20]([C:21]([O:23]C)=[O:22])=[CH:19][CH:18]=2)[CH3:16])=[O:13])=[CH:4][CH:3]=1.O[Li:30].O. Given the product [F:1][C:2]1[CH:28]=[CH:27][C:5]([CH2:6][N:7]2[CH2:11][CH2:10][CH2:9][C@@H:8]2[C:12]([NH:14][C@H:15]([C:17]2[CH:18]=[CH:19][C:20]([C:21]([O-:23])=[O:22])=[CH:25][CH:26]=2)[CH3:16])=[O:13])=[CH:4][CH:3]=1.[Li+:30], predict the reactants needed to synthesize it. (8) Given the product [CH3:6][O:7][C:8]1[CH:9]=[C:10]([CH:11]([OH:12])[CH:2]([CH3:4])[CH3:3])[CH:13]=[CH:14][C:15]=1[O:16][CH3:17], predict the reactants needed to synthesize it. The reactants are: Br[CH:2]([CH3:4])[CH3:3].[Mg].[CH3:6][O:7][C:8]1[CH:9]=[C:10]([CH:13]=[CH:14][C:15]=1[O:16][CH3:17])[CH:11]=[O:12].S(=O)(=O)(O)O. (9) Given the product [CH3:10][C:7]1([N:5]2[CH:6]=[C:2]([B:14]3[O:15][C:16]([CH3:18])([CH3:17])[C:12]([CH3:28])([CH3:11])[O:13]3)[CH:3]=[N:4]2)[CH2:9][CH2:8]1, predict the reactants needed to synthesize it. The reactants are: Br[C:2]1[CH:3]=[N:4][N:5]([C:7]2([CH3:10])[CH2:9][CH2:8]2)[CH:6]=1.[CH3:11][C:12]1([CH3:28])[C:16]([CH3:18])([CH3:17])[O:15][B:14]([B:14]2[O:15][C:16]([CH3:18])([CH3:17])[C:12]([CH3:28])([CH3:11])[O:13]2)[O:13]1.CC(O[K])=O.